This data is from Catalyst prediction with 721,799 reactions and 888 catalyst types from USPTO. The task is: Predict which catalyst facilitates the given reaction. (1) Reactant: [Br:1][C:2]1[CH:7]=[CH:6][C:5]([N+:8]([O-:10])=[O:9])=[C:4](F)[CH:3]=1.[O-:12][CH2:13][CH3:14].[Na+]. Product: [CH2:13]([O:12][C:4]1[CH:3]=[C:2]([Br:1])[CH:7]=[CH:6][C:5]=1[N+:8]([O-:10])=[O:9])[CH3:14]. The catalyst class is: 271. (2) Reactant: [N:1]([CH2:4][C@@H:5]([O:41][Si](CC)(CC)CC)[CH2:6][S:7][C:8]1[N:9]=[CH:10][N:11]2[CH:15]=[C:14]([C:16]3[C@H:17]([CH3:40])[C@@H:18]4[C@@H:35]([C@H:36]([OH:38])[CH3:37])[C:34](=[O:39])[N:19]4[C:20]=3[C:21]([O:23][CH2:24][C:25]3[CH:30]=[CH:29][C:28]([N+:31]([O-:33])=[O:32])=[CH:27][CH:26]=3)=[O:22])[S:13][C:12]=12)=[N+:2]=[N-:3].Cl.C(=O)([O-])O.[Na+]. Product: [N:1]([CH2:4][C@@H:5]([OH:41])[CH2:6][S:7][C:8]1[N:9]=[CH:10][N:11]2[CH:15]=[C:14]([C:16]3[C@H:17]([CH3:40])[C@@H:18]4[C@@H:35]([C@H:36]([OH:38])[CH3:37])[C:34](=[O:39])[N:19]4[C:20]=3[C:21]([O:23][CH2:24][C:25]3[CH:30]=[CH:29][C:28]([N+:31]([O-:33])=[O:32])=[CH:27][CH:26]=3)=[O:22])[S:13][C:12]=12)=[N+:2]=[N-:3]. The catalyst class is: 20. (3) Reactant: Cl[C:2]1[CH:7]=[CH:6][CH:5]=[C:4]([N:8]2[C:12]([C:13]3[O:14][CH:15]=[CH:16][CH:17]=3)=[CH:11][C:10]([C:18]([F:21])([F:20])[F:19])=[N:9]2)[N:3]=1.[CH3:22][N:23](C=O)C. Product: [O:14]1[CH:15]=[CH:16][CH:17]=[C:13]1[C:12]1[N:8]([C:4]2[N:3]=[C:2]([C:22]#[N:23])[CH:7]=[CH:6][CH:5]=2)[N:9]=[C:10]([C:18]([F:21])([F:20])[F:19])[CH:11]=1. The catalyst class is: 267. (4) Reactant: [CH:1]1([C:4]([N:6]2[CH2:10][CH2:9][C@@H:8]([CH2:11][NH:12][C:13]3[C:18]([N+:19]([O-])=O)=[CH:17][CH:16]=[C:15]([O:22][CH3:23])[N:14]=3)[CH2:7]2)=[O:5])[CH2:3][CH2:2]1.[H][H]. Product: [CH:1]1([C:4]([N:6]2[CH2:10][CH2:9][C@@H:8]([CH2:11][NH:12][C:13]3[C:18]([NH2:19])=[CH:17][CH:16]=[C:15]([O:22][CH3:23])[N:14]=3)[CH2:7]2)=[O:5])[CH2:3][CH2:2]1. The catalyst class is: 19.